From a dataset of Forward reaction prediction with 1.9M reactions from USPTO patents (1976-2016). Predict the product of the given reaction. (1) Given the reactants [C:1]([O:5][C:6]([N:8]([CH3:17])[C:9]1[CH:14]=[CH:13][C:12]([CH3:15])=[C:11]([Cl:16])[CH:10]=1)=[O:7])([CH3:4])([CH3:3])[CH3:2].[Br:18]N1C(=O)CCC1=O.CCCCCC, predict the reaction product. The product is: [Br:18][CH2:15][C:12]1[CH:13]=[CH:14][C:9]([N:8]([C:6]([O:5][C:1]([CH3:4])([CH3:3])[CH3:2])=[O:7])[CH3:17])=[CH:10][C:11]=1[Cl:16]. (2) Given the reactants [CH3:1][O:2][C:3]1[C:12]2[N:11]=[C:10]([NH:13][C:14]([C:16]3[CH:17]=[N:18][CH:19]=[CH:20][CH:21]=3)=[O:15])[N:9]3[CH2:22][CH2:23][N:24]=[C:8]3[C:7]=2[CH:6]=[CH:5][C:4]=1[O:25][CH2:26][CH2:27][O:28][CH2:29][CH2:30][NH:31]C(=O)OC(C)(C)C, predict the reaction product. The product is: [NH2:31][CH2:30][CH2:29][O:28][CH2:27][CH2:26][O:25][C:4]1[CH:5]=[CH:6][C:7]2[C:8]3[N:9]([CH2:22][CH2:23][N:24]=3)[C:10]([NH:13][C:14](=[O:15])[C:16]3[CH:21]=[CH:20][CH:19]=[N:18][CH:17]=3)=[N:11][C:12]=2[C:3]=1[O:2][CH3:1]. (3) Given the reactants Br[C:2]1[CH:3]=[C:4]2[C:8](=[CH:9][CH:10]=1)[NH:7][N:6]=[CH:5]2.B1(B2OC(C)(C)C(C)(C)O2)OC(C)(C)C(C)(C)O1.C(P(C12CC3CC(CC(C3)C1)C2)C12CC3CC(CC(C3)C1)C2)CCC.C([O-])(=O)C.[K+].Br[C:60]1[CH:61]=[C:62]([NH:66][C@H:67]([C:74]2[CH:79]=[CH:78][CH:77]=[CH:76][CH:75]=2)[CH2:68][NH:69][S:70]([CH3:73])(=[O:72])=[O:71])[CH:63]=[N:64][CH:65]=1.C(=O)([O-])[O-].[K+].[K+], predict the reaction product. The product is: [NH:7]1[C:8]2[C:4](=[CH:3][C:2]([C:60]3[CH:61]=[C:62]([NH:66][C@H:67]([C:74]4[CH:79]=[CH:78][CH:77]=[CH:76][CH:75]=4)[CH2:68][NH:69][S:70]([CH3:73])(=[O:71])=[O:72])[CH:63]=[N:64][CH:65]=3)=[CH:10][CH:9]=2)[CH:5]=[N:6]1. (4) Given the reactants Cl[CH:2](Cl)[C:3]1[CH:4]=[C:5]([C:11]2[N:15]=[CH:14][N:13]([CH2:16][O:17][CH2:18][CH2:19][Si:20]([CH3:23])([CH3:22])[CH3:21])[N:12]=2)[S:6][C:7]=1[N+:8]([O-:10])=[O:9].N(C)C.[OH2:28], predict the reaction product. The product is: [N+:8]([C:7]1[S:6][C:5]([C:11]2[N:15]=[CH:14][N:13]([CH2:16][O:17][CH2:18][CH2:19][Si:20]([CH3:23])([CH3:22])[CH3:21])[N:12]=2)=[CH:4][C:3]=1[CH:2]=[O:28])([O-:10])=[O:9]. (5) Given the reactants [CH2:1]([C:8]1[CH:9]=[C:10]([C:14]([C:16]2[C:25]([O:26]COCCOC)=[C:24]3[C:19]([CH:20]=[CH:21][CH:22]=[N:23]3)=[CH:18][CH:17]=2)=[O:15])[CH:11]=[CH:12][CH:13]=1)[C:2]1[CH:7]=[CH:6][CH:5]=[CH:4][CH:3]=1.FC(F)(F)C(O)=O.C([O-])(O)=O.[Na+], predict the reaction product. The product is: [CH2:1]([C:8]1[CH:9]=[C:10]([C:14]([C:16]2[C:25]([OH:26])=[C:24]3[C:19]([CH:20]=[CH:21][CH:22]=[N:23]3)=[CH:18][CH:17]=2)=[O:15])[CH:11]=[CH:12][CH:13]=1)[C:2]1[CH:3]=[CH:4][CH:5]=[CH:6][CH:7]=1. (6) Given the reactants C[O:2][C:3]([C:5]1[CH:9]=[CH:8][O:7][C:6]=1[CH2:10][O:11][C:12]1[CH:17]=[CH:16][CH:15]=[CH:14][C:13]=1[CH:18]1[N:22]([C:23](=[O:33])[C:24]2[C:29]([F:30])=[CH:28][C:27]([F:31])=[CH:26][C:25]=2[F:32])[N:21]=[C:20]([C:34]2[CH:39]=[CH:38][C:37]([F:40])=[CH:36][CH:35]=2)[S:19]1)=[O:4].[Li+].[OH-].Cl, predict the reaction product. The product is: [F:40][C:37]1[CH:36]=[CH:35][C:34]([C:20]2[S:19][CH:18]([C:13]3[CH:14]=[CH:15][CH:16]=[CH:17][C:12]=3[O:11][CH2:10][C:6]3[O:7][CH:8]=[CH:9][C:5]=3[C:3]([OH:4])=[O:2])[N:22]([C:23](=[O:33])[C:24]3[C:29]([F:30])=[CH:28][C:27]([F:31])=[CH:26][C:25]=3[F:32])[N:21]=2)=[CH:39][CH:38]=1. (7) Given the reactants [NH2:1][C:2]1[N:10]=[CH:9][N:8]=[C:7]2[C:3]=1[N:4]=[CH:5][N:6]2[C@H:11]1[C@@H:15]2[O:16][C:17]([CH3:20])([CH3:19])[O:18][C@@H:14]2[C@@H:13]([CH2:21][OH:22])[O:12]1.[Br:23][C:24]1[CH:32]=[CH:31][C:27]([C:28](Cl)=[O:29])=[CH:26][CH:25]=1.O.N, predict the reaction product. The product is: [Br:23][C:24]1[CH:32]=[CH:31][C:27]([C:28]([NH:1][C:2]2[N:10]=[CH:9][N:8]=[C:7]3[C:3]=2[N:4]=[CH:5][N:6]3[C@H:11]2[C@H:15]3[C@H:14]([O:18][C:17]([CH3:19])([CH3:20])[O:16]3)[C@@H:13]([CH2:21][OH:22])[O:12]2)=[O:29])=[CH:26][CH:25]=1. (8) Given the reactants [F-].C([N+](CCCC)(CCCC)CCCC)CCC.[CH2:19]([O:21][C:22]([C:24]1([C:37](C)(C)[O:38][SiH2]C(C)(C)C)[CH2:28][CH2:27][N:26]([CH2:29][C:30]([O:32][C:33]([CH3:36])([CH3:35])[CH3:34])=[O:31])[CH2:25]1)=[O:23])[CH3:20], predict the reaction product. The product is: [CH2:19]([O:21][C:22]([C:24]1([CH2:37][OH:38])[CH2:28][CH2:27][N:26]([CH2:29][C:30]([O:32][C:33]([CH3:35])([CH3:34])[CH3:36])=[O:31])[CH2:25]1)=[O:23])[CH3:20].